The task is: Predict the reaction yield, written as a fraction of the theoretical maximum amount of product (1.0 means a 100% yield; for example, 0.34 means a 34% yield).. This data is from Reaction yield outcomes from USPTO patents with 853,638 reactions. The reactants are [CH2:1]([O:8][C:9](=[O:37])[CH:10]([NH:29]C(OC(C)(C)C)=O)[CH2:11][C:12]1[CH:17]=[CH:16][C:15]([O:18][C:19]2[CH:24]=[CH:23][C:22]([C:25](=[O:28])[NH:26][OH:27])=[CH:21][CH:20]=2)=[CH:14][CH:13]=1)[C:2]1[CH:7]=[CH:6][CH:5]=[CH:4][CH:3]=1.C(Cl)[Cl:39]. No catalyst specified. The product is [ClH:39].[CH2:1]([O:8][C:9](=[O:37])[CH:10]([NH2:29])[CH2:11][C:12]1[CH:17]=[CH:16][C:15]([O:18][C:19]2[CH:24]=[CH:23][C:22]([C:25](=[O:28])[NH:26][OH:27])=[CH:21][CH:20]=2)=[CH:14][CH:13]=1)[C:2]1[CH:7]=[CH:6][CH:5]=[CH:4][CH:3]=1. The yield is 0.714.